From a dataset of Full USPTO retrosynthesis dataset with 1.9M reactions from patents (1976-2016). Predict the reactants needed to synthesize the given product. (1) Given the product [Br:8][C:6]1[CH:7]=[C:2]([NH:1][S:17]([C:15]2[CH:16]=[C:11]([F:10])[CH:12]=[CH:13][C:14]=2[CH3:21])(=[O:18])=[O:19])[C:3]([Cl:9])=[N:4][CH:5]=1, predict the reactants needed to synthesize it. The reactants are: [NH2:1][C:2]1[C:3]([Cl:9])=[N:4][CH:5]=[C:6]([Br:8])[CH:7]=1.[F:10][C:11]1[CH:12]=[CH:13][C:14]([CH3:21])=[C:15]([S:17](Cl)(=[O:19])=[O:18])[CH:16]=1. (2) Given the product [NH2:1][C:2]1[N:7]=[CH:6][N:5]=[C:4]2[N:8]([C@@H:29]3[CH2:34][CH2:33][C@H:32]([C:35]([O:37][CH3:38])=[O:36])[CH2:31][CH2:30]3)[N:9]=[C:10]([C:11]3[CH:16]=[CH:15][C:14]([NH:17][C:18]4[O:19][C:20]5[C:26]([CH3:27])=[CH:25][C:24]([CH3:28])=[CH:23][C:21]=5[N:22]=4)=[CH:13][CH:12]=3)[C:3]=12, predict the reactants needed to synthesize it. The reactants are: [NH2:1][C:2]1[N:7]=[CH:6][N:5]=[C:4]2[N:8]([C@@H:29]3[CH2:34][CH2:33][C@H:32]([C:35]([O:37][CH2:38]C)=[O:36])[CH2:31][CH2:30]3)[N:9]=[C:10]([C:11]3[CH:16]=[CH:15][C:14]([NH:17][C:18]4[O:19][C:20]5[C:26]([CH3:27])=[CH:25][C:24]([CH3:28])=[CH:23][C:21]=5[N:22]=4)=[CH:13][CH:12]=3)[C:3]=12.C[O-].[Na+]. (3) The reactants are: Br[C:2]1[CH:7]=[CH:6][C:5]([C:8]2(O)[CH2:13][CH2:12][N:11]([CH2:14][C:15]3[CH:20]=[CH:19][CH:18]=[CH:17][CH:16]=3)[CH2:10][CH2:9]2)=[CH:4][CH:3]=1.[NH3:22]. Given the product [C:15]1([CH2:14][N:11]2[CH2:12][CH:13]=[C:8]([C:5]3[CH:6]=[CH:7][C:2]([NH2:22])=[CH:3][CH:4]=3)[CH2:9][CH2:10]2)[CH:20]=[CH:19][CH:18]=[CH:17][CH:16]=1, predict the reactants needed to synthesize it. (4) Given the product [Br:1][C:2]1[CH:7]=[CH:6][C:5]([F:8])=[CH:4][C:3]=1[CH:9]=[O:10], predict the reactants needed to synthesize it. The reactants are: [Br:1][C:2]1[CH:7]=[CH:6][C:5]([F:8])=[CH:4][C:3]=1[CH2:9][OH:10]. (5) Given the product [Br:2][C:1]([Br:5])=[CH:32][C:31]1[CH:34]=[CH:35][C:36]([O:37][CH3:38])=[C:29]([O:28][CH:25]([CH3:27])[CH3:26])[CH:30]=1, predict the reactants needed to synthesize it. The reactants are: [C:1]([Br:5])(Br)(Br)[Br:2].C1C=CC(P(C2C=CC=CC=2)C2C=CC=CC=2)=CC=1.[CH:25]([O:28][C:29]1[CH:30]=[C:31]([CH:34]=[CH:35][C:36]=1[O:37][CH3:38])[CH:32]=O)([CH3:27])[CH3:26]. (6) Given the product [C:1]([S:4][C:5]1[CH:6]=[C:7]([CH:11]=[CH:12][CH:13]=1)[C:8]([Cl:17])=[O:9])(=[O:3])[CH3:2], predict the reactants needed to synthesize it. The reactants are: [C:1]([S:4][C:5]1[CH:6]=[C:7]([CH:11]=[CH:12][CH:13]=1)[C:8](O)=[O:9])(=[O:3])[CH3:2].C(Cl)(=O)C([Cl:17])=O.CN(C=O)C. (7) Given the product [CH2:16]([O:18][C:19](=[O:38])[CH2:20][C:21]1[CH:22]=[C:23]([C:5]2[CH:4]=[CH:3][C:2]([Br:1])=[CH:14][C:6]=2[CH2:7][N:8]([C:9]([O:10][C:6]([CH3:14])([CH3:7])[CH3:5])=[O:11])[CH2:12][CH3:13])[C:24]([O:27][CH3:28])=[CH:25][CH:26]=1)[CH3:17], predict the reactants needed to synthesize it. The reactants are: [Br:1][C:2]1[CH:3]=[CH:4][C:5](I)=[C:6]([CH:14]=1)[CH2:7][N:8]([CH2:12][CH3:13])[C:9](=[O:11])[OH:10].[CH2:16]([O:18][C:19](=[O:38])[CH2:20][C:21]1[CH:26]=[CH:25][C:24]([O:27][CH3:28])=[C:23](B2OC(C)(C)C(C)(C)O2)[CH:22]=1)[CH3:17].